Dataset: Orexin1 receptor HTS with 218,158 compounds and 233 confirmed actives. Task: Binary Classification. Given a drug SMILES string, predict its activity (active/inactive) in a high-throughput screening assay against a specified biological target. (1) The drug is Fc1cc2c(n(CCC)c3nc(nnc23)NN)cc1. The result is 0 (inactive). (2) The result is 0 (inactive). The molecule is S(Cc1oc(C(=O)NCCC(C)C)cc1)Cc1ccc(cc1)C. (3) The molecule is o1c(ccc1C)/C=N\NC(=O)c1c2c(nc(c1)C)cccc2. The result is 0 (inactive). (4) The molecule is Clc1ccc(n2nc3c(CS(=O)(=O)C3)c2NC(=O)c2c(OC)cccc2)cc1. The result is 0 (inactive). (5) The drug is O(c1c(CC(C(=O)N)C(=O)N)cc(cc1)C(=O)C)C(C)C. The result is 0 (inactive). (6) The molecule is Fc1ccc(n2nc(n3c2nc(Nc2ccccc2)cc3=O)C(OCC)=O)cc1. The result is 0 (inactive). (7) The compound is O(c1ccc(C(c2ccccc2)(C)C)cc1)CCCN(C)C. The result is 0 (inactive). (8) The compound is s1c2nc(c3c(CC(OC3)(C)C)c2c2ncnc(NCc3occc3)c12)CC(C)C. The result is 0 (inactive).